Dataset: Forward reaction prediction with 1.9M reactions from USPTO patents (1976-2016). Task: Predict the product of the given reaction. (1) The product is: [Cl:20][C:16]1[CH:15]=[C:14]2[C:19]([C:11]([S:10][C:6]3[CH:5]=[C:4]([CH:9]=[CH:8][CH:7]=3)[C:3]([OH:23])=[O:2])=[C:12]([CH3:22])[N:13]2[CH3:21])=[CH:18][CH:17]=1. Given the reactants C[O:2][C:3](=[O:23])[C:4]1[CH:9]=[CH:8][CH:7]=[C:6]([S:10][C:11]2[C:19]3[C:14](=[CH:15][C:16]([Cl:20])=[CH:17][CH:18]=3)[N:13]([CH3:21])[C:12]=2[CH3:22])[CH:5]=1.[Li+].[OH-], predict the reaction product. (2) The product is: [CH2:12]([O:19][C:20]1[CH:21]=[CH:22][C:23]([O:30][CH3:31])=[C:24]([C:25]([C:5]2[S:6][C:2]([CH3:1])=[CH:3][N:4]=2)=[O:26])[CH:29]=1)[C:13]1[CH:14]=[CH:15][CH:16]=[CH:17][CH:18]=1. Given the reactants [CH3:1][C:2]1[S:6][CH:5]=[N:4][CH:3]=1.[Li]CCCC.[CH2:12]([O:19][C:20]1[CH:21]=[CH:22][C:23]([O:30][CH3:31])=[C:24]([CH:29]=1)[C:25](OC)=[O:26])[C:13]1[CH:18]=[CH:17][CH:16]=[CH:15][CH:14]=1.Cl, predict the reaction product. (3) Given the reactants [NH:1]1[CH2:6][CH2:5][C:4](=O)[CH2:3][C:2]1=[O:8].[NH:9]([C:11]1[CH:16]=[CH:15][CH:14]=[CH:13][N:12]=1)[NH2:10].[CH3:17]N(C)C=O.COC(OC)N(C)C, predict the reaction product. The product is: [N:12]1[CH:13]=[CH:14][CH:15]=[CH:16][C:11]=1[N:9]1[CH:17]=[C:3]2[C:2](=[O:8])[NH:1][CH2:6][CH2:5][C:4]2=[N:10]1.